Predict the product of the given reaction. From a dataset of Forward reaction prediction with 1.9M reactions from USPTO patents (1976-2016). (1) Given the reactants [CH:1]1([C:7]2[C:8]3[CH:9]=[CH:10][C:11]([C:32]([O:34]C)=[O:33])=[CH:12][C:13]=3[N:14]3[C:21]=2[C:20]2[CH:22]=[CH:23][CH:24]=[CH:25][C:19]=2[N:18]([CH2:26][CH2:27][N:28]([CH3:30])[CH3:29])[C:17](=[O:31])[CH2:16][CH2:15]3)[CH2:6][CH2:5][CH2:4][CH2:3][CH2:2]1.C(Cl)Cl, predict the reaction product. The product is: [CH:1]1([C:7]2[C:8]3[CH:9]=[CH:10][C:11]([C:32]([OH:34])=[O:33])=[CH:12][C:13]=3[N:14]3[C:21]=2[C:20]2[CH:22]=[CH:23][CH:24]=[CH:25][C:19]=2[N:18]([CH2:26][CH2:27][N:28]([CH3:30])[CH3:29])[C:17](=[O:31])[CH2:16][CH2:15]3)[CH2:2][CH2:3][CH2:4][CH2:5][CH2:6]1. (2) Given the reactants [F:1][C:2]1[CH:28]=[CH:27][C:5]([O:6][C:7]2[CH:12]=[CH:11][C:10]([C:13]3[N:18]=[C:17]([C:19]([N:21]4[CH2:26][CH2:25][NH:24][CH2:23][CH2:22]4)=[O:20])[CH:16]=[CH:15][CH:14]=3)=[CH:9][CH:8]=2)=[CH:4][CH:3]=1.[CH3:29][S:30]([C:33]1[CH:34]=[C:35]([S:39](Cl)(=[O:41])=[O:40])[CH:36]=[CH:37][CH:38]=1)(=[O:32])=[O:31].CCN(C(C)C)C(C)C, predict the reaction product. The product is: [F:1][C:2]1[CH:3]=[CH:4][C:5]([O:6][C:7]2[CH:8]=[CH:9][C:10]([C:13]3[N:18]=[C:17]([C:19]([N:21]4[CH2:26][CH2:25][N:24]([S:39]([C:35]5[CH:36]=[CH:37][CH:38]=[C:33]([S:30]([CH3:29])(=[O:32])=[O:31])[CH:34]=5)(=[O:41])=[O:40])[CH2:23][CH2:22]4)=[O:20])[CH:16]=[CH:15][CH:14]=3)=[CH:11][CH:12]=2)=[CH:27][CH:28]=1. (3) Given the reactants [CH3:1][C:2]1[N:6]=[C:5]([C:7]2[CH:15]=[CH:14][CH:13]=[CH:12][C:8]=2[C:9]([OH:11])=O)[O:4][N:3]=1.Cl.[F:17][C:18]([F:33])([F:32])[C:19]1[CH:20]=[CH:21][C:22]([NH:25][C@H:26]2[CH2:30][CH2:29][CH2:28][C@@H:27]2[NH2:31])=[N:23][CH:24]=1.CN(C(ON1N=NC2C=CC=NC1=2)=[N+](C)C)C.F[P-](F)(F)(F)(F)F.C(N(CC)CC)C, predict the reaction product. The product is: [CH3:1][C:2]1[N:6]=[C:5]([C:7]2[CH:15]=[CH:14][CH:13]=[CH:12][C:8]=2[C:9]([NH:31][C@H:27]2[CH2:28][CH2:29][CH2:30][C@@H:26]2[NH:25][C:22]2[CH:21]=[CH:20][C:19]([C:18]([F:33])([F:17])[F:32])=[CH:24][N:23]=2)=[O:11])[O:4][N:3]=1. (4) Given the reactants [OH:1][C:2]1[C:11]2[C:6](=[CH:7][CH:8]=[CH:9][CH:10]=2)[C:5]([CH:12]=[O:13])=[CH:4][CH:3]=1.Cl[CH2:15][CH2:16][CH2:17][CH2:18][CH2:19][CH2:20][CH2:21][CH2:22][CH2:23][CH3:24].BrCC(OC(C)(C)C)=O, predict the reaction product. The product is: [CH2:15]([O:1][C:2]1[C:11]2[C:6](=[CH:7][CH:8]=[CH:9][CH:10]=2)[C:5]([CH:12]=[O:13])=[CH:4][CH:3]=1)[CH2:16][CH2:17][CH2:18][CH2:19][CH2:20][CH2:21][CH2:22][CH2:23][CH3:24]. (5) The product is: [Br:1][C:2]1[CH:3]=[C:4]([NH:9][C:10](=[O:12])[CH3:11])[C:5]([CH3:8])=[N:6][CH:7]=1. Given the reactants [Br:1][C:2]1[CH:3]=[C:4]([NH2:9])[C:5]([CH3:8])=[N:6][CH:7]=1.[C:10](OC(=O)C)(=[O:12])[CH3:11], predict the reaction product. (6) Given the reactants [Br:1][C:2]1[C:3]([F:26])=[CH:4][C:5]([F:25])=[C:6]([S:8]([NH:11][C@H:12]2[CH2:16][N:15]([C:17](OC(C)(C)C)=O)[C@@H:14]([CH3:24])[CH2:13]2)(=[O:10])=[O:9])[CH:7]=1.CC[N:29](C(C)C)C(C)C.BrC#N.C(O)C(N)(CO)CO, predict the reaction product. The product is: [Br:1][C:2]1[C:3]([F:26])=[CH:4][C:5]([F:25])=[C:6]([S:8]([NH:11][C@@H:12]2[CH2:13][C@H:14]([CH3:24])[N:15]([C:17]#[N:29])[CH2:16]2)(=[O:10])=[O:9])[CH:7]=1.